Dataset: Forward reaction prediction with 1.9M reactions from USPTO patents (1976-2016). Task: Predict the product of the given reaction. (1) Given the reactants [N:1]1[CH:6]=[CH:5][C:4]([C:7]2[CH2:8][C:9]([C:12]([OH:14])=O)=[N:10][N:11]=2)=[CH:3][CH:2]=1.[NH2:15][C@H:16]([CH3:32])[CH2:17][N:18]1[CH:22]=[CH:21][C:20]([C:23]2[CH:30]=[CH:29][C:26]([C:27]#[N:28])=[C:25]([CH3:31])[CH:24]=2)=[N:19]1, predict the reaction product. The product is: [C:27]([C:26]1[CH:29]=[CH:30][C:23]([C:20]2[CH:21]=[CH:22][N:18]([CH2:17][C@H:16]([NH:15][C:12]([C:9]3[NH:10][N:11]=[C:7]([C:4]4[CH:3]=[CH:2][N:1]=[CH:6][CH:5]=4)[CH:8]=3)=[O:14])[CH3:32])[N:19]=2)=[CH:24][C:25]=1[CH3:31])#[N:28]. (2) Given the reactants [C:1]([C:5]1[N:6]=[C:7]2[C:12]([C:13]#[N:14])=[CH:11][CH:10]=[CH:9][N:8]2[CH:15]=1)([CH3:4])([CH3:3])[CH3:2].I[C:17]1[CH:18]=[C:19]([OH:23])[CH:20]=[CH:21][CH:22]=1.C([O-])(=O)C.[K+], predict the reaction product. The product is: [C:1]([C:5]1[N:6]=[C:7]2[C:12]([C:13]#[N:14])=[CH:11][CH:10]=[CH:9][N:8]2[C:15]=1[C:17]1[CH:22]=[CH:21][CH:20]=[C:19]([OH:23])[CH:18]=1)([CH3:4])([CH3:2])[CH3:3]. (3) Given the reactants C[O:2][C:3](=O)[C:4]1[CH:9]=[C:8]([OH:10])[CH:7]=[N:6][CH:5]=1.[CH3:12][C:13]([CH3:16])([O-:15])[CH3:14].[K+].C(O)(C)(C)C.Cl, predict the reaction product. The product is: [C:13]([O:15][C:3](=[O:2])[C:4]1[CH:9]=[C:8]([OH:10])[CH:7]=[N:6][CH:5]=1)([CH3:16])([CH3:14])[CH3:12]. (4) Given the reactants [Br:1][C:2]1[CH:3]=[C:4]2[C:8](=[CH:9][C:10]=1[F:11])[NH:7][CH:6]=[CH:5]2.CS(O[CH:17]1[CH2:22][CH2:21][N:20]([C:23]([O:25][C:26]([CH3:29])([CH3:28])[CH3:27])=[O:24])[CH2:19][CH2:18]1)(=O)=O, predict the reaction product. The product is: [Br:1][C:2]1[CH:3]=[C:4]2[C:8](=[CH:9][C:10]=1[F:11])[N:7]([CH:17]1[CH2:22][CH2:21][N:20]([C:23]([O:25][C:26]([CH3:29])([CH3:28])[CH3:27])=[O:24])[CH2:19][CH2:18]1)[CH:6]=[CH:5]2. (5) Given the reactants Cl.[NH2:2][C@@H:3]1[CH2:8][CH2:7][C@H:6]([NH:9][C:10]([C:12]2[C:16]3[N:17]=[CH:18][N:19]=[C:20]([C:21]4[CH:26]=[C:25]([F:27])[C:24]([O:28][CH3:29])=[CH:23][C:22]=4[O:30][CH2:31][CH:32]4[CH2:34][CH2:33]4)[C:15]=3[NH:14][C:13]=2[CH3:35])=[O:11])[CH2:5][CH2:4]1.[CH3:36][O:37][CH2:38][C:39](Cl)=[O:40], predict the reaction product. The product is: [CH:32]1([CH2:31][O:30][C:22]2[CH:23]=[C:24]([O:28][CH3:29])[C:25]([F:27])=[CH:26][C:21]=2[C:20]2[C:15]3[NH:14][C:13]([CH3:35])=[C:12]([C:10]([NH:9][C@H:6]4[CH2:7][CH2:8][C@@H:3]([NH:2][C:39](=[O:40])[CH2:38][O:37][CH3:36])[CH2:4][CH2:5]4)=[O:11])[C:16]=3[N:17]=[CH:18][N:19]=2)[CH2:34][CH2:33]1. (6) Given the reactants [OH:1][C:2]1([C:31](O)=[O:32])[CH2:7][CH2:6][CH:5]([N:8]2[C:16]([NH:17][C:18]3[C:23]([F:24])=[CH:22][C:21]([F:25])=[CH:20][C:19]=3[F:26])=[N:15][C:14]3[C:9]2=[N:10][C:11]([NH:27][CH:28]([CH3:30])[CH3:29])=[N:12][CH:13]=3)[CH2:4][CH2:3]1.[CH:34]1([NH2:39])[CH2:38][CH2:37][CH2:36][CH2:35]1.C(NC(C)C)(C)C.F[P-](F)(F)(F)(F)F.N1(O[P+](N(C)C)(N(C)C)N(C)C)C2C=CC=CC=2N=N1, predict the reaction product. The product is: [CH:34]1([NH:39][C:31]([C:2]2([OH:1])[CH2:7][CH2:6][CH:5]([N:8]3[C:16]([NH:17][C:18]4[C:23]([F:24])=[CH:22][C:21]([F:25])=[CH:20][C:19]=4[F:26])=[N:15][C:14]4[C:9]3=[N:10][C:11]([NH:27][CH:28]([CH3:30])[CH3:29])=[N:12][CH:13]=4)[CH2:4][CH2:3]2)=[O:32])[CH2:38][CH2:37][CH2:36][CH2:35]1. (7) Given the reactants [F:1][CH:2]([F:15])[O:3][C:4]1[C:9]([CH3:10])=[CH:8][C:7]([N+:11]([O-])=O)=[C:6]([CH3:14])[N:5]=1.C(O)C, predict the reaction product. The product is: [F:15][CH:2]([F:1])[O:3][C:4]1[N:5]=[C:6]([CH3:14])[C:7]([NH2:11])=[CH:8][C:9]=1[CH3:10]. (8) Given the reactants [NH2:1][CH2:2][CH2:3][CH2:4][C:5]1[CH:10]=[CH:9][C:8]([OH:11])=[CH:7][CH:6]=1.[C:12]([O:16][C:17]([CH3:20])([CH3:19])[CH3:18])(=[O:15])[CH:13]=[CH2:14], predict the reaction product. The product is: [OH:11][C:8]1[CH:7]=[CH:6][C:5]([CH2:4][CH2:3][CH2:2][NH:1][CH2:14][CH2:13][C:12]([O:16][C:17]([CH3:20])([CH3:19])[CH3:18])=[O:15])=[CH:10][CH:9]=1. (9) Given the reactants C([N:8]1[CH2:36][CH2:35][C:11]2([N:15]=[C:14]([C:16]3[CH:21]=[CH:20][C:19]([Br:22])=[CH:18][CH:17]=3)[N:13]([CH2:23][C@@H:24]3[CH2:28][CH2:27][N:26]([C:29]([CH:31]4[CH2:33][CH2:32]4)=[O:30])[CH2:25]3)[C:12]2=[O:34])[CH2:10][CH2:9]1)C1C=CC=CC=1.C(=O)(O)[O-].[K+].ClC(OC(Cl)C)=O, predict the reaction product. The product is: [Br:22][C:19]1[CH:18]=[CH:17][C:16]([C:14]2[N:13]([CH2:23][C@@H:24]3[CH2:28][CH2:27][N:26]([C:29]([CH:31]4[CH2:33][CH2:32]4)=[O:30])[CH2:25]3)[C:12](=[O:34])[C:11]3([CH2:10][CH2:9][NH:8][CH2:36][CH2:35]3)[N:15]=2)=[CH:21][CH:20]=1.